From a dataset of Forward reaction prediction with 1.9M reactions from USPTO patents (1976-2016). Predict the product of the given reaction. (1) The product is: [CH3:8][N:9]1[N:25]=[CH:24][C:23]2[NH:22][C:21](=[O:26])[C@@H:20]([CH:27]([CH3:29])[CH3:28])[CH2:19][CH2:18][CH2:17][C@H:16]([NH:30][C:31](=[O:37])[O:32][C:33]([CH3:36])([CH3:35])[CH3:34])[C:15]3[CH:38]=[C:11]([CH:12]=[CH:13][N:14]=3)[C:10]1=2. Given the reactants FC(F)(F)C(O)=O.[CH3:8][N:9]1[N:25]=[CH:24][C:23]2[NH:22][C:21](=[O:26])[C@@H:20]([CH:27]([CH3:29])[CH3:28])[CH:19]=[CH:18][CH2:17][C@H:16]([NH:30][C:31](=[O:37])[O:32][C:33]([CH3:36])([CH3:35])[CH3:34])[C:15]3[CH:38]=[C:11]([CH:12]=[CH:13][N:14]=3)[C:10]1=2, predict the reaction product. (2) The product is: [F:28][C:26]1[CH:25]=[CH:24][C:23]([S:29]([CH3:32])(=[O:30])=[O:31])=[C:22]([C:20]2[N:19]=[C:18]([N:33]3[CH2:38][CH2:37][O:36][CH2:35][C@@H:34]3[CH3:39])[N:17]=[C:16]([C:13]3[CH:14]=[CH:15][C:10]([NH:9][C:8]([NH:41][C@H:42]4[CH2:46][CH2:45][CH2:44][C@@H:43]4[OH:47])=[O:40])=[CH:11][CH:12]=3)[CH:21]=2)[CH:27]=1. Given the reactants C1(O[C:8](=[O:40])[NH:9][C:10]2[CH:15]=[CH:14][C:13]([C:16]3[CH:21]=[C:20]([C:22]4[CH:27]=[C:26]([F:28])[CH:25]=[CH:24][C:23]=4[S:29]([CH3:32])(=[O:31])=[O:30])[N:19]=[C:18]([N:33]4[CH2:38][CH2:37][O:36][CH2:35][C@@H:34]4[CH3:39])[N:17]=3)=[CH:12][CH:11]=2)C=CC=CC=1.[NH2:41][C@H:42]1[CH2:46][CH2:45][CH2:44][C@@H:43]1[OH:47], predict the reaction product. (3) Given the reactants [C@H:1]1([NH:11][C:12]2[O:13][CH2:14][C:15]3[CH:21]=[C:20]([NH2:22])[CH:19]=[CH:18][C:16]=3[N:17]=2)[C:10]2[C:5](=[CH:6][CH:7]=[CH:8][CH:9]=2)[CH2:4][CH2:3][CH2:2]1.O=C1CCC(=O)N1[O:30][C:31](=O)[CH2:32][Cl:33], predict the reaction product. The product is: [Cl:33][CH2:32][C:31]([NH:22][C:20]1[CH:19]=[CH:18][C:16]2[N:17]=[C:12]([NH:11][C@H:1]3[C:10]4[C:5](=[CH:6][CH:7]=[CH:8][CH:9]=4)[CH2:4][CH2:3][CH2:2]3)[O:13][CH2:14][C:15]=2[CH:21]=1)=[O:30]. (4) Given the reactants [N:1]([CH2:4][CH:5]([O:9][CH2:10][CH3:11])[O:6][CH2:7][CH3:8])=[N+:2]=[N-:3].[O:12]=[C:13]1O[C@H:18]([C@H](CO)O)[C:16]([O-])=[C:14]1O.[Na+].C(O)CC#C.C(O)(C)(C)C, predict the reaction product. The product is: [CH2:10]([O:9][CH:5]([O:6][CH2:7][CH3:8])[CH2:4][N:1]1[CH:18]=[C:16]([CH2:14][CH2:13][OH:12])[N:3]=[N:2]1)[CH3:11]. (5) Given the reactants [C:1]([O:5][C:6]([N:8]1[CH2:13][CH2:12][C:11](=O)[CH:10]([C:15]([C:17]2([CH3:21])[CH2:20][CH2:19][CH2:18]2)=O)[CH2:9]1)=[O:7])([CH3:4])([CH3:3])[CH3:2].[NH2:22][NH2:23].O, predict the reaction product. The product is: [CH3:21][C:17]1([C:15]2[C:10]3[CH2:9][N:8]([C:6]([O:5][C:1]([CH3:4])([CH3:3])[CH3:2])=[O:7])[CH2:13][CH2:12][C:11]=3[NH:23][N:22]=2)[CH2:20][CH2:19][CH2:18]1.